This data is from Forward reaction prediction with 1.9M reactions from USPTO patents (1976-2016). The task is: Predict the product of the given reaction. (1) Given the reactants [C:1]([NH:24][CH:25]([CH3:35])[CH2:26][NH:27]C(=O)OC(C)(C)C)(=[O:23])[CH2:2][CH2:3]/[CH:4]=[CH:5]\[CH2:6]/[CH:7]=[CH:8]\[CH2:9]/[CH:10]=[CH:11]\[CH2:12]/[CH:13]=[CH:14]\[CH2:15]/[CH:16]=[CH:17]\[CH2:18]/[CH:19]=[CH:20]\[CH2:21][CH3:22].C(O)(C(F)(F)F)=O.C([O-])([O-])=O.[Na+].[Na+], predict the reaction product. The product is: [NH2:27][CH2:26][CH:25]([NH:24][C:1](=[O:23])[CH2:2][CH2:3]/[CH:4]=[CH:5]\[CH2:6]/[CH:7]=[CH:8]\[CH2:9]/[CH:10]=[CH:11]\[CH2:12]/[CH:13]=[CH:14]\[CH2:15]/[CH:16]=[CH:17]\[CH2:18]/[CH:19]=[CH:20]\[CH2:21][CH3:22])[CH3:35]. (2) Given the reactants [NH2:1][C:2]1[CH:3]=[C:4]([C:8]#[C:9][C:10]2[C:11]([NH2:17])=[N:12][CH:13]=[N:14][C:15]=2[NH2:16])[CH:5]=[CH:6][CH:7]=1.[C:18]1([S:24](Cl)(=[O:26])=[O:25])[CH:23]=[CH:22][CH:21]=[CH:20][CH:19]=1, predict the reaction product. The product is: [NH2:16][C:15]1[C:10]([C:9]#[C:8][C:4]2[CH:3]=[C:2]([NH:1][S:24]([C:18]3[CH:23]=[CH:22][CH:21]=[CH:20][CH:19]=3)(=[O:26])=[O:25])[CH:7]=[CH:6][CH:5]=2)=[C:11]([NH2:17])[N:12]=[CH:13][N:14]=1. (3) Given the reactants [CH3:1][O:2][C:3]1[CH:4]=[C:5]([CH:11]([S:15][C:16]2[CH:21]=[CH:20][CH:19]=[CH:18][CH:17]=2)[C:12]([OH:14])=O)[CH:6]=[C:7]([O:9][CH3:10])[CH:8]=1.C(N1C=CN=C1)(N1C=CN=C1)=O.[CH3:34][NH:35][CH2:36][C:37]1[CH:42]=[CH:41][CH:40]=[C:39]([O:43][CH3:44])[CH:38]=1, predict the reaction product. The product is: [CH3:44][O:43][C:39]1[CH:38]=[C:37]([CH:42]=[CH:41][CH:40]=1)[CH2:36][N:35]([CH3:34])[C:12](=[O:14])[CH:11]([C:5]1[CH:6]=[C:7]([O:9][CH3:10])[CH:8]=[C:3]([O:2][CH3:1])[CH:4]=1)[S:15][C:16]1[CH:21]=[CH:20][CH:19]=[CH:18][CH:17]=1.